Dataset: Forward reaction prediction with 1.9M reactions from USPTO patents (1976-2016). Task: Predict the product of the given reaction. (1) The product is: [NH2:17][C:16]1[C:4]2[C:5](=[O:19])[N:6]([CH:8]3[CH2:13][CH2:12][CH2:11][CH2:10][CH:9]3[CH3:14])[CH:7]=[C:2]([Br:1])[C:3]=2[NH:21][N:20]=1. Given the reactants [Br:1][C:2]1[C:3](Cl)=[C:4]([C:16]#[N:17])[C:5](=O)[N:6]([CH:8]2[CH2:13][CH2:12][CH2:11][CH2:10][CH:9]2[CH3:14])[CH:7]=1.[OH2:19].[NH2:20][NH2:21].C(=O)([O-])O.[Na+], predict the reaction product. (2) Given the reactants [C:1]([C:4]1[C:8]([CH3:9])=[CH:7][O:6][C:5]=1[CH3:10])(=[O:3])[CH3:2].[Br:11]N1C(=O)CCC1=O.N(C(C)(C)C#N)=NC(C)(C)C#N.O, predict the reaction product. The product is: [C:1]([C:4]1[C:8]([CH3:9])=[C:7]([Br:11])[O:6][C:5]=1[CH3:10])(=[O:3])[CH3:2]. (3) Given the reactants P([O-])([O-])([O-])=O.[Na+].[Na+].[Na+].[NH2:9][C@H:10]([C:13]([OH:15])=[O:14])[CH2:11][SH:12].[CH2:16](O)[CH3:17].C(Cl)(Cl)Cl.C1C=CC=CC=1, predict the reaction product. The product is: [NH2:9][C@H:10]([C:13]([O:15][CH2:16][CH3:17])=[O:14])[CH2:11][SH:12].[NH2:9][C@H:10]([C:13]([OH:15])=[O:14])[CH2:11][SH:12]. (4) Given the reactants [F:1][C:2]1[CH:3]=[C:4]([N:9]2[C:14]([CH3:15])=[CH:13][CH:12]=[C:11]([C:16]#N)[C:10]2=[O:18])[CH:5]=[C:6]([F:8])[CH:7]=1.[OH2:19].S(=O)(=O)(O)[OH:21], predict the reaction product. The product is: [F:1][C:2]1[CH:3]=[C:4]([N:9]2[C:14]([CH3:15])=[CH:13][CH:12]=[C:11]([C:16]([OH:21])=[O:19])[C:10]2=[O:18])[CH:5]=[C:6]([F:8])[CH:7]=1. (5) Given the reactants O.O.O.O.C([O-])(=O)C.[Ni+2:9].C([O-])(=O)C.[N+:14]([C:17]1[CH:22]=[CH:21][CH:20]=[CH:19][C:18]=1[S:23]([NH:26][C:27]1[CH:32]=[CH:31][CH:30]=[CH:29][C:28]=1[C:33]1[CH:38]=[CH:37][CH:36]=[CH:35][N:34]=1)(=[O:25])=[O:24])([O-:16])=[O:15].[OH-].[Na+].CCCCC, predict the reaction product. The product is: [N+:14]([C:17]1[CH:22]=[CH:21][CH:20]=[CH:19][C:18]=1[S:23]([NH:26][C:27]1[CH:32]=[CH:31][CH:30]=[CH:29][C:28]=1[C:33]1[CH:38]=[CH:37][CH:36]=[CH:35][N:34]=1)(=[O:24])=[O:25])([O-:16])=[O:15].[Ni:9]. (6) The product is: [CH3:1][O:2][C:3]([C:5]1[CH:10]=[C:9]([CH2:11][Br:19])[N:8]2[CH:12]=[CH:13][CH:14]=[C:7]2[N:6]=1)=[O:4]. Given the reactants [CH3:1][O:2][C:3]([C:5]1[CH:10]=[C:9]([CH3:11])[N:8]2[CH:12]=[CH:13][CH:14]=[C:7]2[N:6]=1)=[O:4].C(O)(=O)C.[Br:19]Br, predict the reaction product. (7) Given the reactants [N+:1]([C:4]1[CH:9]=[CH:8][C:7]([NH:10][C:11]2[C:12]3[CH:19]=[CH:18][NH:17][C:13]=3[N:14]=[CH:15][CH:16]=2)=[CH:6][CH:5]=1)([O-])=O.[H][H], predict the reaction product. The product is: [NH:17]1[C:13]2=[N:14][CH:15]=[CH:16][C:11]([NH:10][C:7]3[CH:8]=[CH:9][C:4]([NH2:1])=[CH:5][CH:6]=3)=[C:12]2[CH:19]=[CH:18]1. (8) Given the reactants COCCOCCOC.[CH2:10]([N:13]1[C:17](=[O:18])[CH2:16][NH:15][C:14]1=[S:19])[CH:11]=[CH2:12].N1CCOCC1.[CH:26](=O)[CH2:27][CH2:28][CH3:29], predict the reaction product. The product is: [CH2:10]([N:13]1[C:17](=[O:18])[C:16](=[CH:26][CH2:27][CH2:28][CH3:29])[NH:15][C:14]1=[S:19])[CH:11]=[CH2:12]. (9) Given the reactants Cl.Cl.[N:3]1[CH:8]=[CH:7][CH:6]=[N:5][C:4]=1[N:9]1[CH2:14][CH2:13][NH:12][CH2:11][CH2:10]1.Cl[C:16]1[N:17]=[C:18]([N:27]2[CH2:32][CH2:31][O:30][CH2:29][CH2:28]2)[C:19]2[S:24][C:23]([CH:25]=O)=[CH:22][C:20]=2[N:21]=1.C([N:35]([CH2:38][CH3:39])[CH2:36][CH3:37])C.C(O[BH-](O[C:50](=O)[CH3:51])OC(=O)C)(=O)C.[Na+].Cl[CH2:55][CH2:56]Cl, predict the reaction product. The product is: [NH:35]1[C:36]2[C:37](=[C:55]([C:16]3[N:17]=[C:18]([N:27]4[CH2:32][CH2:31][O:30][CH2:29][CH2:28]4)[C:19]4[S:24][C:23]([CH2:25][N:12]5[CH2:13][CH2:14][N:9]([C:4]6[N:5]=[CH:6][CH:7]=[CH:8][N:3]=6)[CH2:10][CH2:11]5)=[CH:22][C:20]=4[N:21]=3)[CH:56]=[CH:50][CH:51]=2)[CH:39]=[CH:38]1.